Dataset: Full USPTO retrosynthesis dataset with 1.9M reactions from patents (1976-2016). Task: Predict the reactants needed to synthesize the given product. (1) Given the product [Cl:1][CH2:2][CH2:3][C:4]([N:8]1[CH2:9][CH2:10][C:11]2[C:16](=[CH:15][CH:14]=[CH:13][CH:12]=2)[CH2:7]1)=[O:5], predict the reactants needed to synthesize it. The reactants are: [Cl:1][CH2:2][CH2:3][C:4](Cl)=[O:5].[CH2:7]1[C:16]2[C:11](=[CH:12][CH:13]=[CH:14][CH:15]=2)[CH2:10][CH2:9][NH:8]1. (2) Given the product [ClH:37].[CH:34]([N:32]1[CH:33]=[C:29]([C:22]2[N:21]=[C:20]([C:18]3[CH:17]=[N:16][N:15]([C:4]4([CH2:3][C:1]#[N:2])[CH2:5][NH:6][CH2:7]4)[CH:19]=3)[N:25]3[CH:26]=[CH:27][N:28]=[C:24]3[CH:23]=2)[CH:30]=[N:31]1)([CH3:36])[CH3:35], predict the reactants needed to synthesize it. The reactants are: [C:1]([CH2:3][C:4]1([N:15]2[CH:19]=[C:18]([C:20]3[N:25]4[CH:26]=[CH:27][N:28]=[C:24]4[CH:23]=[C:22]([C:29]4[CH:30]=[N:31][N:32]([CH:34]([CH3:36])[CH3:35])[CH:33]=4)[N:21]=3)[CH:17]=[N:16]2)[CH2:7][N:6](C(OC(C)(C)C)=O)[CH2:5]1)#[N:2].[ClH:37].CO.